This data is from Full USPTO retrosynthesis dataset with 1.9M reactions from patents (1976-2016). The task is: Predict the reactants needed to synthesize the given product. The reactants are: [C-:1]#[N:2].[K+].C(O)CO.O.C(=O)=O.[S:12]1[C:16]2[CH:17]=[C:18]([CH2:21]O)[CH:19]=[CH:20][C:15]=2[N:14]=[CH:13]1. Given the product [S:12]1[C:16]2[CH:17]=[C:18]([CH2:21][C:1]#[N:2])[CH:19]=[CH:20][C:15]=2[N:14]=[CH:13]1, predict the reactants needed to synthesize it.